Task: Regression. Given a peptide amino acid sequence and an MHC pseudo amino acid sequence, predict their binding affinity value. This is MHC class II binding data.. Dataset: Peptide-MHC class II binding affinity with 134,281 pairs from IEDB (1) The peptide sequence is QTAVDFGNSYIAEME. The MHC is DRB4_0101 with pseudo-sequence DRB4_0103. The binding affinity (normalized) is 0.0257. (2) The peptide sequence is FYKTLRAEQASQE. The MHC is DRB1_0101 with pseudo-sequence DRB1_0101. The binding affinity (normalized) is 1.00. (3) The binding affinity (normalized) is 0.175. The peptide sequence is YDEPMTPGQCNMVVE. The MHC is HLA-DQA10501-DQB10201 with pseudo-sequence HLA-DQA10501-DQB10201. (4) The peptide sequence is IMLLAYYIAAVNIES. The MHC is HLA-DPA10103-DPB10301 with pseudo-sequence HLA-DPA10103-DPB10301. The binding affinity (normalized) is 0.472. (5) The peptide sequence is YDKFLANVSYVLTGK. The MHC is DRB1_0802 with pseudo-sequence DRB1_0802. The binding affinity (normalized) is 0.449. (6) The binding affinity (normalized) is 0.409. The peptide sequence is GYKVQTNGPWMQVPL. The MHC is DRB1_1301 with pseudo-sequence DRB1_1301. (7) The peptide sequence is IFILDGDNLFPKV. The MHC is DRB3_0101 with pseudo-sequence DRB3_0101. The binding affinity (normalized) is 0.984. (8) The peptide sequence is DLKPGAAWTVYVGIV. The MHC is HLA-DQA10201-DQB10402 with pseudo-sequence HLA-DQA10201-DQB10402. The binding affinity (normalized) is 0.601. (9) The peptide sequence is KHDDAIVRLRNAGIV. The MHC is DRB1_0802 with pseudo-sequence DRB1_0802. The binding affinity (normalized) is 0.421. (10) The peptide sequence is GTWTYDGSVVA. The MHC is DRB5_0101 with pseudo-sequence DRB5_0101. The binding affinity (normalized) is 0.163.